The task is: Predict the reaction yield, written as a fraction of the theoretical maximum amount of product (1.0 means a 100% yield; for example, 0.34 means a 34% yield).. This data is from Reaction yield outcomes from USPTO patents with 853,638 reactions. (1) The reactants are CC(C)([O-])C.[K+].[C:7]([CH2:9]P(=O)(OCC)OCC)#[N:8].[Cl:18][C:19]1[CH:24]=[CH:23][C:22]([S:25]([C:28]2([C:35]3[CH:40]=[C:39]([F:41])[CH:38]=[CH:37][C:36]=3[F:42])[CH2:33][CH2:32][C:31](=O)[CH2:30][CH2:29]2)(=[O:27])=[O:26])=[CH:21][CH:20]=1.C(OC(C)C)(=O)C. The catalyst is O1CCCC1.O. The product is [Cl:18][C:19]1[CH:20]=[CH:21][C:22]([S:25]([C:28]2([C:35]3[CH:40]=[C:39]([F:41])[CH:38]=[CH:37][C:36]=3[F:42])[CH2:29][CH2:30][C:31](=[CH:9][C:7]#[N:8])[CH2:32][CH2:33]2)(=[O:26])=[O:27])=[CH:23][CH:24]=1. The yield is 0.870. (2) The reactants are [F:1][C:2]([F:32])([F:31])[O:3][C:4]1[CH:9]=[CH:8][C:7]([C:10]2[S:14][C:13]([C:15]([OH:17])=O)=[C:12]([NH:18][C:19]([NH:21][C:22]3[C:27]([CH3:28])=[CH:26][C:25]([CH3:29])=[CH:24][C:23]=3[CH3:30])=[O:20])[CH:11]=2)=[CH:6][CH:5]=1.CN(C(ON1N=NC2C=CC=NC1=2)=[N+](C)C)C.F[P-](F)(F)(F)(F)F.CCN(C(C)C)C(C)C.Cl.[NH2:67][C@@H:68]([CH:73]1[CH2:78][CH2:77][CH2:76][CH2:75][CH2:74]1)[C:69]([O:71][CH3:72])=[O:70]. The catalyst is CN(C=O)C. The product is [CH:73]1([C@H:68]([NH:67][C:15]([C:13]2[S:14][C:10]([C:7]3[CH:6]=[CH:5][C:4]([O:3][C:2]([F:32])([F:31])[F:1])=[CH:9][CH:8]=3)=[CH:11][C:12]=2[NH:18][C:19]([NH:21][C:22]2[C:23]([CH3:30])=[CH:24][C:25]([CH3:29])=[CH:26][C:27]=2[CH3:28])=[O:20])=[O:17])[C:69]([O:71][CH3:72])=[O:70])[CH2:78][CH2:77][CH2:76][CH2:75][CH2:74]1. The yield is 0.910. (3) The catalyst is CO.[C].[Pd]. The product is [CH3:13][C:8]1[CH:9]=[C:10]([CH3:12])[CH:11]=[C:6]([CH:3]2[CH2:4][CH2:5][O:1][CH2:2]2)[C:7]=1[OH:14]. The yield is 0.730. The reactants are [O:1]1[CH:5]=[CH:4][C:3]([C:6]2[CH:11]=[C:10]([CH3:12])[CH:9]=[C:8]([CH3:13])[C:7]=2[OH:14])=[CH:2]1. (4) The reactants are [Br:1][C:2]1[CH:3]=[C:4]([OH:8])[CH:5]=[CH:6][CH:7]=1.C([Mg]Cl)(C)C.[F:14][C:15]([F:34])([F:33])[C:16]1[O:20][C:19]([CH2:21][N:22]2[C:30]3[C:25](=[CH:26][CH:27]=[CH:28][CH:29]=3)[C:24](=[O:31])[C:23]2=[O:32])=[CH:18][CH:17]=1. The catalyst is O1CCCC1.ClCCl. The product is [Br:1][C:2]1[CH:7]=[CH:6][C:5]([C:24]2([OH:31])[C:25]3[C:30](=[CH:29][CH:28]=[CH:27][CH:26]=3)[N:22]([CH2:21][C:19]3[O:20][C:16]([C:15]([F:34])([F:33])[F:14])=[CH:17][CH:18]=3)[C:23]2=[O:32])=[C:4]([OH:8])[CH:3]=1. The yield is 0.810. (5) The reactants are [Cl:1][CH2:2][C:3](Cl)=[O:4].[Cl:6][C:7]1[CH:16]=[CH:15][C:10]([C:11]([NH:13][NH2:14])=[O:12])=[CH:9][N:8]=1.CN1CCOCC1. The catalyst is ClCCl. The product is [Cl:1][CH2:2][C:3]([NH:14][NH:13][C:11](=[O:12])[C:10]1[CH:15]=[CH:16][C:7]([Cl:6])=[N:8][CH:9]=1)=[O:4]. The yield is 0.570. (6) The reactants are [C:1]1([CH3:11])[CH:6]=[CH:5][C:4]([S:7](Cl)(=[O:9])=[O:8])=[CH:3][CH:2]=1.[CH2:12]([N:14]1[CH2:18][CH2:17][C@@H:16]([OH:19])[CH2:15]1)[CH3:13].C(N(CC)CC)C. The catalyst is C1(C)C=CC=CC=1. The product is [CH3:11][C:1]1[CH:6]=[CH:5][C:4]([S:7]([O:19][C@@H:16]2[CH2:17][CH2:18][N:14]([CH2:12][CH3:13])[CH2:15]2)(=[O:9])=[O:8])=[CH:3][CH:2]=1. The yield is 0.910.